From a dataset of Full USPTO retrosynthesis dataset with 1.9M reactions from patents (1976-2016). Predict the reactants needed to synthesize the given product. (1) Given the product [NH2:16][C:11]1[N:10]=[C:9]([NH2:17])[C:8]([C:5]2[CH:4]=[CH:3][C:2]([NH:1][C:20](=[O:22])[C:19]([CH3:18])([CH3:26])[CH2:23][CH2:24][CH3:25])=[CH:7][CH:6]=2)=[C:13]([CH2:14][O:46][CH2:29][C:30]2[CH:35]=[CH:34][CH:33]=[CH:32][CH:31]=2)[N:12]=1, predict the reactants needed to synthesize it. The reactants are: [NH2:1][C:2]1[CH:7]=[CH:6][C:5]([C:8]2[C:9]([NH2:17])=[N:10][C:11]([NH2:16])=[N:12][C:13]=2[CH2:14]C)=[CH:4][CH:3]=1.[CH3:18][C:19]([CH3:26])([CH2:23][CH2:24][CH3:25])[C:20]([OH:22])=O.C1[C:35]2[C:30](=[CH:31][CH:32]=[CH:33][CH:34]=2)[CH2:29]C1C(O)=O.CN(C([O:46]N1N=NC2C=CC=NC1=2)=[N+](C)C)C.F[P-](F)(F)(F)(F)F.CN(C(ON1N=NC2C=CC=CC1=2)=[N+](C)C)C.[B-](F)(F)(F)F. (2) The reactants are: [CH3:1][O:2][C:3]1[C:4]([N:25]2[CH2:30][CH2:29][CH2:28][C@H:27]([NH:31]C(=O)OC(C)(C)C)[CH2:26]2)=[N:5][C:6]([N:9]2[C:17]3[CH:16]=[C:15]([C:18]4[CH:23]=[N:22][CH:21]=[C:20]([CH3:24])[N:19]=4)[N:14]=[CH:13][C:12]=3[CH:11]=[N:10]2)=[CH:7][CH:8]=1.Cl. Given the product [CH3:1][O:2][C:3]1[C:4]([N:25]2[CH2:30][CH2:29][CH2:28][C@H:27]([NH2:31])[CH2:26]2)=[N:5][C:6]([N:9]2[C:17]3[CH:16]=[C:15]([C:18]4[CH:23]=[N:22][CH:21]=[C:20]([CH3:24])[N:19]=4)[N:14]=[CH:13][C:12]=3[CH:11]=[N:10]2)=[CH:7][CH:8]=1, predict the reactants needed to synthesize it. (3) Given the product [C:27]([O:26][C:24]([N:31]1[CH2:32][CH2:33][CH2:34][CH2:35][CH:36]1[CH2:39][NH:23][C:20]1[CH:21]=[C:22]2[C:17]([CH:16]=[N:15][N:14]2[S:11]([C:1]2[C:10]3[C:5](=[CH:6][CH:7]=[CH:8][CH:9]=3)[CH:4]=[CH:3][CH:2]=2)(=[O:13])=[O:12])=[CH:18][CH:19]=1)=[O:25])([CH3:28])([CH3:29])[CH3:30], predict the reactants needed to synthesize it. The reactants are: [C:1]1([S:11]([N:14]2[C:22]3[C:17](=[CH:18][CH:19]=[C:20]([NH2:23])[CH:21]=3)[CH:16]=[N:15]2)(=[O:13])=[O:12])[C:10]2[C:5](=[CH:6][CH:7]=[CH:8][CH:9]=2)[CH:4]=[CH:3][CH:2]=1.[C:24]([N:31]1[CH2:36][CH2:35][CH:34](C=O)[CH2:33][CH2:32]1)([O:26][C:27]([CH3:30])([CH3:29])[CH3:28])=[O:25].[C:39](O[BH-](OC(=O)C)OC(=O)C)(=O)C.[Na+].C(O)(=O)C. (4) Given the product [C:21]([O:20][C:18]([NH:17][C@H:14]1[CH2:15][CH2:16][N:12]([C:8]2[C:9]([F:11])=[CH:10][C:5]([C:4]([OH:30])=[O:3])=[C:6]([NH:26][CH:27]3[CH2:28][CH2:29]3)[C:7]=2[Cl:25])[CH2:13]1)=[O:19])([CH3:24])([CH3:22])[CH3:23], predict the reactants needed to synthesize it. The reactants are: C([O:3][C:4](=[O:30])[C:5]1[CH:10]=[C:9]([F:11])[C:8]([N:12]2[CH2:16][CH2:15][C@H:14]([NH:17][C:18]([O:20][C:21]([CH3:24])([CH3:23])[CH3:22])=[O:19])[CH2:13]2)=[C:7]([Cl:25])[C:6]=1[NH:26][CH:27]1[CH2:29][CH2:28]1)C.[OH-].[Na+].